Task: Predict which catalyst facilitates the given reaction.. Dataset: Catalyst prediction with 721,799 reactions and 888 catalyst types from USPTO (1) Reactant: C(N(CC)CC)C.[C:8](OC(=O)C)(=[O:10])[CH3:9].[NH2:15][CH2:16][CH:17]1[CH2:20][N:19]([C:21]([O:23][C:24]([CH3:27])([CH3:26])[CH3:25])=[O:22])[CH2:18]1. Product: [C:8]([NH:15][CH2:16][CH:17]1[CH2:20][N:19]([C:21]([O:23][C:24]([CH3:27])([CH3:26])[CH3:25])=[O:22])[CH2:18]1)(=[O:10])[CH3:9]. The catalyst class is: 4. (2) Reactant: FC(F)(F)C(O)=O.ClCCl.[CH2:11]([NH:15][C:16](=[O:49])[C@H:17]([CH3:48])[CH2:18][C@H:19]([OH:47])[C@@H:20]([NH:39]C(OC(C)(C)C)=O)[CH2:21][C@@H:22]([CH:36]([CH3:38])[CH3:37])[CH2:23][C:24]1[CH:29]=[CH:28][C:27]([O:30][CH3:31])=[C:26]([O:32][CH2:33][C:34]#[N:35])[CH:25]=1)[CH2:12][CH2:13][CH3:14]. Product: [CH2:11]([NH:15][C:16](=[O:49])[C@H:17]([CH3:48])[CH2:18][C@H:19]([OH:47])[C@@H:20]([NH2:39])[CH2:21][C@@H:22]([CH:36]([CH3:37])[CH3:38])[CH2:23][C:24]1[CH:29]=[CH:28][C:27]([O:30][CH3:31])=[C:26]([O:32][CH2:33][C:34]#[N:35])[CH:25]=1)[CH2:12][CH2:13][CH3:14]. The catalyst class is: 4. (3) Reactant: C[O:2][C:3]1[CH:8]=[CH:7][C:6]([C:9]2[C:16]3[S:15][C:14]([NH2:17])=[N:13][C:12]=3[NH:11][N:10]=2)=[CH:5][CH:4]=1.B(Br)(Br)Br. Product: [OH:2][C:3]1[CH:8]=[CH:7][C:6]([C:9]2[C:16]3[S:15][C:14]([NH2:17])=[N:13][C:12]=3[NH:11][N:10]=2)=[CH:5][CH:4]=1. The catalyst class is: 2. (4) Reactant: [CH2:1]([O:8][C@H:9]1[C@H:14]([O:15][CH2:16][C:17]2[CH:22]=[CH:21][CH:20]=[CH:19][CH:18]=2)[C@@H:13]([O:23][CH2:24][C:25]2[CH:30]=[CH:29][CH:28]=[CH:27][CH:26]=2)[C@@:12]([C:33]2[CH:38]=[CH:37][C:36]([Cl:39])=[C:35]([CH2:40][C:41]3[CH:46]=[CH:45][C:44]([O:47][CH2:48][CH3:49])=[C:43]([F:50])[CH:42]=3)[CH:34]=2)([O:31][CH3:32])[O:11][C:10]1(CO)[CH2:51][OH:52])[C:2]1[CH:7]=[CH:6][CH:5]=[CH:4][CH:3]=1.FC(F)(F)C(O)=O. Product: [CH2:1]([O:8][C@H:9]1[C@H:14]([O:15][CH2:16][C:17]2[CH:18]=[CH:19][CH:20]=[CH:21][CH:22]=2)[C@@H:13]([O:23][CH2:24][C:25]2[CH:26]=[CH:27][CH:28]=[CH:29][CH:30]=2)[C@:12]2([C:33]3[CH:38]=[CH:37][C:36]([Cl:39])=[C:35]([CH2:40][C:41]4[CH:46]=[CH:45][C:44]([O:47][CH2:48][CH3:49])=[C:43]([F:50])[CH:42]=4)[CH:34]=3)[O:11][C@@:10]1([CH2:51][OH:52])[CH2:32][O:31]2)[C:2]1[CH:3]=[CH:4][CH:5]=[CH:6][CH:7]=1. The catalyst class is: 4. (5) Reactant: [CH2:1]([O:3][C:4](=[O:18])[CH:5]=[C:6]1[CH2:15][CH2:14][C:13]2[C:8](=[CH:9][CH:10]=[C:11]([O:16][CH3:17])[CH:12]=2)[CH2:7]1)[CH3:2]. Product: [CH2:1]([O:3][C:4](=[O:18])[CH2:5][CH:6]1[CH2:15][CH2:14][C:13]2[C:8](=[CH:9][CH:10]=[C:11]([O:16][CH3:17])[CH:12]=2)[CH2:7]1)[CH3:2]. The catalyst class is: 78.